The task is: Predict the reactants needed to synthesize the given product.. This data is from Full USPTO retrosynthesis dataset with 1.9M reactions from patents (1976-2016). Given the product [CH:1]1([CH2:4][O:5][C:6]2[CH:7]=[C:8]([CH2:15][C:16]([OH:18])=[O:17])[CH:9]=[CH:10][C:11]=2[N+:12]([O-:14])=[O:13])[CH2:2][CH2:3]1, predict the reactants needed to synthesize it. The reactants are: [CH:1]1([CH2:4][O:5][C:6]2[CH:7]=[C:8]([CH:15](C(OCC)=O)[C:16]([O:18]CC)=[O:17])[CH:9]=[CH:10][C:11]=2[N+:12]([O-:14])=[O:13])[CH2:3][CH2:2]1.[OH-].[Na+].